This data is from Catalyst prediction with 721,799 reactions and 888 catalyst types from USPTO. The task is: Predict which catalyst facilitates the given reaction. Reactant: [H-].[Al+3].[Li+].[H-].[H-].[H-].[CH3:7][N:8]1[C:12]2[CH:13]=[CH:14][C:15]([C:17](OCC)=[O:18])=[CH:16][C:11]=2[N:10]=[CH:9]1.C(=O)(O)[O-].[Na+]. Product: [CH3:7][N:8]1[C:12]2[CH:13]=[CH:14][C:15]([CH2:17][OH:18])=[CH:16][C:11]=2[N:10]=[CH:9]1. The catalyst class is: 7.